This data is from NCI-60 drug combinations with 297,098 pairs across 59 cell lines. The task is: Regression. Given two drug SMILES strings and cell line genomic features, predict the synergy score measuring deviation from expected non-interaction effect. (1) Drug 1: CN1C2=C(C=C(C=C2)N(CCCl)CCCl)N=C1CCCC(=O)O.Cl. Drug 2: CC(C)CN1C=NC2=C1C3=CC=CC=C3N=C2N. Cell line: SW-620. Synergy scores: CSS=10.3, Synergy_ZIP=-5.89, Synergy_Bliss=-8.32, Synergy_Loewe=1.10, Synergy_HSA=-3.06. (2) Drug 1: C(CN)CNCCSP(=O)(O)O. Drug 2: CC12CCC3C(C1CCC2OP(=O)(O)O)CCC4=C3C=CC(=C4)OC(=O)N(CCCl)CCCl.[Na+]. Cell line: OVCAR-8. Synergy scores: CSS=8.39, Synergy_ZIP=-2.64, Synergy_Bliss=1.19, Synergy_Loewe=1.77, Synergy_HSA=2.13.